From a dataset of NCI-60 drug combinations with 297,098 pairs across 59 cell lines. Regression. Given two drug SMILES strings and cell line genomic features, predict the synergy score measuring deviation from expected non-interaction effect. Drug 1: CS(=O)(=O)C1=CC(=C(C=C1)C(=O)NC2=CC(=C(C=C2)Cl)C3=CC=CC=N3)Cl. Drug 2: CC(CN1CC(=O)NC(=O)C1)N2CC(=O)NC(=O)C2. Cell line: SNB-75. Synergy scores: CSS=-2.21, Synergy_ZIP=0.0488, Synergy_Bliss=-1.93, Synergy_Loewe=-5.13, Synergy_HSA=-4.07.